This data is from Full USPTO retrosynthesis dataset with 1.9M reactions from patents (1976-2016). The task is: Predict the reactants needed to synthesize the given product. Given the product [N:13]1[C:14]2[C:9](=[CH:8][C:7]([CH:19]=[O:20])=[CH:16][CH:15]=2)[CH:10]=[CH:11][CH:12]=1, predict the reactants needed to synthesize it. The reactants are: C([Li])CCC.Br[C:7]1[CH:8]=[C:9]2[C:14](=[CH:15][CH:16]=1)[N:13]=[CH:12][CH:11]=[CH:10]2.CN(C)[CH:19]=[O:20].[Cl-].[NH4+].